This data is from Forward reaction prediction with 1.9M reactions from USPTO patents (1976-2016). The task is: Predict the product of the given reaction. (1) Given the reactants [O:1]([C:8]1[CH:23]=[CH:22][C:11]([O:12][C:13]2[C:14]3[NH:21][CH:20]=[CH:19][C:15]=3[N:16]=[CH:17][N:18]=2)=[CH:10][CH:9]=1)[C:2]1[CH:7]=[CH:6][CH:5]=[CH:4][CH:3]=1.Br[CH:25]1[CH2:28][N:27]([C:29]([O:31][C:32]([CH3:35])([CH3:34])[CH3:33])=[O:30])[CH2:26]1.CC(C)([O-])C.[Na+], predict the reaction product. The product is: [O:1]([C:8]1[CH:23]=[CH:22][C:11]([O:12][C:13]2[C:14]3[N:21]([CH:25]4[CH2:26][N:27]([C:29]([O:31][C:32]([CH3:35])([CH3:34])[CH3:33])=[O:30])[CH2:28]4)[CH:20]=[CH:19][C:15]=3[N:16]=[CH:17][N:18]=2)=[CH:10][CH:9]=1)[C:2]1[CH:7]=[CH:6][CH:5]=[CH:4][CH:3]=1. (2) Given the reactants C(=O)([O-])[O-].[Cs+].[Cs+].[O:7]1[CH2:12][CH2:11][O:10][C:9]2[CH:13]=[C:14]([C:17]3[C:18]([CH3:36])=[C:19]([CH:33]=[CH:34][CH:35]=3)[CH2:20][O:21][C:22]3[CH:29]=[C:28]([O:30][CH3:31])[C:25]([CH:26]=[O:27])=[C:24]([OH:32])[CH:23]=3)[CH:15]=[CH:16][C:8]1=2.Br[CH2:38][C:39]1[CH:40]=[C:41]([CH:44]=[CH:45][CH:46]=1)[C:42]#[N:43].Cl, predict the reaction product. The product is: [O:7]1[CH2:12][CH2:11][O:10][C:9]2[CH:13]=[C:14]([C:17]3[C:18]([CH3:36])=[C:19]([CH:33]=[CH:34][CH:35]=3)[CH2:20][O:21][C:22]3[CH:29]=[C:28]([O:30][CH3:31])[C:25]([CH:26]=[O:27])=[C:24]([CH:23]=3)[O:32][CH2:38][C:39]3[CH:40]=[C:41]([CH:44]=[CH:45][CH:46]=3)[C:42]#[N:43])[CH:15]=[CH:16][C:8]1=2. (3) The product is: [NH2:6][C:5]1[CH:7]=[CH:8][C:2]([Br:1])=[CH:3][C:4]=1[C:11]#[C:10][C@H:12]1[CH2:16][CH2:15][CH2:14][N:13]1[C:17]([O:19][C:20]([CH3:23])([CH3:22])[CH3:21])=[O:18]. Given the reactants [Br:1][C:2]1[CH:8]=[CH:7][C:5]([NH2:6])=[C:4](I)[CH:3]=1.[C:10]([C@H:12]1[CH2:16][CH2:15][CH2:14][N:13]1[C:17]([O:19][C:20]([CH3:23])([CH3:22])[CH3:21])=[O:18])#[CH:11], predict the reaction product. (4) Given the reactants [NH:1]1[C:9]2[C:4](=[CH:5][CH:6]=[CH:7][CH:8]=2)[CH2:3][C:2]1=[O:10].[Br:11][C:12]1[CH:20]=[C:19]([CH:21]=O)[CH:18]=[C:17]2[C:13]=1[CH:14]=[N:15][NH:16]2, predict the reaction product. The product is: [Br:11][C:12]1[CH:20]=[C:19]([CH:21]=[C:3]2[C:4]3[C:9](=[CH:8][CH:7]=[CH:6][CH:5]=3)[NH:1][C:2]2=[O:10])[CH:18]=[C:17]2[C:13]=1[CH:14]=[N:15][NH:16]2. (5) Given the reactants [NH2:1][C:2]1[C:7]([N+:8]([O-])=O)=[C:6]([O:11][CH2:12][C:13]2[CH:18]=[CH:17][CH:16]=[CH:15][CH:14]=2)[CH:5]=[CH:4][N:3]=1.O.NN, predict the reaction product. The product is: [NH2:1][C:2]1[C:7]([NH2:8])=[C:6]([O:11][CH2:12][C:13]2[CH:14]=[CH:15][CH:16]=[CH:17][CH:18]=2)[CH:5]=[CH:4][N:3]=1. (6) Given the reactants [CH3:1][C:2]1[CH:3]=[C:4]([NH:20][C:21]2[N:26]=[C:25](O)[CH:24]=[CH:23][N:22]=2)[CH:5]=[C:6]([C:8]2[S:12][C:11]([C:13]([OH:19])([CH3:18])[C:14]([F:17])([F:16])[F:15])=[N:10][CH:9]=2)[CH:7]=1.P(Cl)(Cl)([Cl:30])=O, predict the reaction product. The product is: [Cl:30][C:25]1[CH:24]=[CH:23][N:22]=[C:21]([NH:20][C:4]2[CH:5]=[C:6]([C:8]3[S:12][C:11]([C:13]([OH:19])([CH3:18])[C:14]([F:17])([F:15])[F:16])=[N:10][CH:9]=3)[CH:7]=[C:2]([CH3:1])[CH:3]=2)[N:26]=1. (7) Given the reactants [C:1]([C:3]1[N:7]2[N:8]=[C:9]([C:12]3[CH:17]=[CH:16][C:15]([C:18]([N:20]4[CH2:25][CH2:24][O:23][CH2:22][CH2:21]4)=[O:19])=[CH:14][CH:13]=3)[CH:10]=[CH:11][C:6]2=[N:5][CH:4]=1)#[CH:2].I[C:27]1[CH:28]=[N:29][CH:30]=[CH:31][CH:32]=1, predict the reaction product. The product is: [O:23]1[CH2:22][CH2:21][N:20]([C:18]([C:15]2[CH:14]=[CH:13][C:12]([C:9]3[CH:10]=[CH:11][C:6]4[N:7]([C:3]([C:1]#[C:2][C:27]5[CH:28]=[N:29][CH:30]=[CH:31][CH:32]=5)=[CH:4][N:5]=4)[N:8]=3)=[CH:17][CH:16]=2)=[O:19])[CH2:25][CH2:24]1. (8) Given the reactants [F:1][C:2]1[CH:7]=[CH:6][C:5]([C@H:8]2[CH2:10][C@@H:9]2[CH2:11][NH:12][C:13]2[CH:18]=[CH:17][N:16]=[C:15]([NH:19][NH2:20])[C:14]=2[C:21]([F:24])([F:23])[F:22])=[CH:4][CH:3]=1.C(=O)([O-])[O-].[Na+].[Na+].[F:31][C:32]([F:38])([F:37])[CH2:33][C:34](Cl)=[O:35], predict the reaction product. The product is: [F:31][C:32]([F:38])([F:37])[CH2:33][C:34]([NH:20][NH:19][C:15]1[C:14]([C:21]([F:24])([F:22])[F:23])=[C:13]([NH:12][CH2:11][C@H:9]2[CH2:10][C@@H:8]2[C:5]2[CH:6]=[CH:7][C:2]([F:1])=[CH:3][CH:4]=2)[CH:18]=[CH:17][N:16]=1)=[O:35]. (9) Given the reactants [Cl:1][C:2]1[CH:3]=[CH:4][C:5]2[N:6]([CH:8]=[CH:9][N:10]=2)[N:7]=1.C[C:12]([O-])=[O:13].[Na+].C=O, predict the reaction product. The product is: [Cl:1][C:2]1[CH:3]=[CH:4][C:5]2[N:6]([C:8]([CH2:12][OH:13])=[CH:9][N:10]=2)[N:7]=1.